Dataset: Reaction yield outcomes from USPTO patents with 853,638 reactions. Task: Predict the reaction yield, written as a fraction of the theoretical maximum amount of product (1.0 means a 100% yield; for example, 0.34 means a 34% yield). The reactants are C(O[C:4]1[CH:11]=[CH:10][CH:9]=[C:8](F)[C:5]=1[C:6]#[N:7])C.O.[NH2:14][NH2:15].O.[CH2:17]([OH:19])[CH3:18]. No catalyst specified. The product is [CH2:17]([O:19][C:8]1[CH:9]=[CH:10][CH:11]=[C:4]2[C:5]=1[C:6]([NH2:7])=[N:14][NH:15]2)[CH3:18]. The yield is 0.470.